This data is from Catalyst prediction with 721,799 reactions and 888 catalyst types from USPTO. The task is: Predict which catalyst facilitates the given reaction. Reactant: [CH2:1]([O:5][C:6]([NH:8][C:9]([CH3:22])([CH3:21])[CH2:10][CH2:11][C:12]1[CH:20]=[CH:19][C:15]([C:16]([OH:18])=O)=[CH:14][CH:13]=1)=[O:7])[CH2:2][CH2:3][CH3:4].N1CCCCC1.ON1[C:34]2[CH:35]=[CH:36][CH:37]=C[C:33]=2[N:32]=[N:31]1.C(N(C(C)C)CC)(C)C.CN(CCCN=C=NCC)C.C(O)(=O)CC(CC(O)=O)(C(O)=O)O. Product: [N:32]1([NH:31][C:16](=[O:18])[C:15]2[CH:14]=[CH:13][C:12]([CH2:11][CH2:10][C:9]([CH3:22])([NH:8][C:6]([O:5][CH2:1][CH2:2][CH2:3][CH3:4])=[O:7])[CH3:21])=[CH:20][CH:19]=2)[CH2:37][CH2:36][CH2:35][CH2:34][CH2:33]1. The catalyst class is: 124.